This data is from Full USPTO retrosynthesis dataset with 1.9M reactions from patents (1976-2016). The task is: Predict the reactants needed to synthesize the given product. (1) Given the product [CH:1]1[C:10]2[C:5](=[CH:6][CH:7]=[CH:8][CH:9]=2)[CH:4]=[CH:3][C:2]=1[C:11]([CH2:12][CH2:13][CH:14]=[CH2:15])=[C:22]1[CH:26]=[CH:25][CH:24]=[CH:23]1, predict the reactants needed to synthesize it. The reactants are: [CH:1]1[C:10]2[C:5](=[CH:6][CH:7]=[CH:8][CH:9]=2)[CH:4]=[CH:3][C:2]=1[C:11](=O)[CH2:12][CH2:13][CH:14]=[CH2:15].C1COCC1.[CH:22]1([Mg]Cl)[CH:26]=[CH:25][CH:24]=[CH:23]1.Cl. (2) Given the product [Br:1][C:2]1[CH:7]=[CH:6][C:5]([NH:8][C:9]2[C:18]3[C:13](=[CH:14][C:15]([O:24][CH3:25])=[C:16]([O:19][CH2:20][CH2:21][CH2:22][N:39]4[CH2:38][CH:37]5[CH2:33][N:34]([C:41]([O:43][C:44]([CH3:47])([CH3:46])[CH3:45])=[O:42])[CH2:35][CH:36]5[CH2:40]4)[CH:17]=3)[N:12]=[CH:11][N:10]=2)=[C:4]([F:26])[CH:3]=1, predict the reactants needed to synthesize it. The reactants are: [Br:1][C:2]1[CH:7]=[CH:6][C:5]([NH:8][C:9]2[C:18]3[C:13](=[CH:14][C:15]([O:24][CH3:25])=[C:16]([O:19][CH2:20][CH2:21][CH2:22]Cl)[CH:17]=3)[N:12]=[CH:11][N:10]=2)=[C:4]([F:26])[CH:3]=1.C([O-])([O-])=O.[K+].[K+].[CH2:33]1[CH:37]2[CH2:38][NH:39][CH2:40][CH:36]2[CH2:35][N:34]1[C:41]([O:43][C:44]([CH3:47])([CH3:46])[CH3:45])=[O:42]. (3) Given the product [F:1][C:2]1[C:7]2[S:8][CH2:9][CH:10]([NH:11][C:12](=[S:13])[NH:14][CH2:15][CH2:16][O:17][C:24](=[O:26])[CH3:25])[C:6]=2[CH:5]=[CH:4][CH:3]=1, predict the reactants needed to synthesize it. The reactants are: [F:1][C:2]1[C:7]2[S:8][CH2:9][CH:10]([NH:11][C:12]([NH:14][CH2:15][CH2:16][OH:17])=[S:13])[C:6]=2[CH:5]=[CH:4][CH:3]=1.N1C=CC=CC=1.[C:24](Cl)(=[O:26])[CH3:25]. (4) Given the product [CH2:12]([O:11][C:9](=[O:10])[CH2:8][N:4]1[CH:3]=[C:2]([I:1])[CH:6]=[N:5]1)[CH3:13], predict the reactants needed to synthesize it. The reactants are: [I:1][C:2]1[CH:3]=[N:4][NH:5][CH:6]=1.Br[CH2:8][C:9]([O:11][CH2:12][CH3:13])=[O:10].C(=O)([O-])[O-].[Cs+].[Cs+]. (5) Given the product [O:2]=[C:3]1[C:8]([CH2:9][N:10]2[CH2:11][CH2:12][CH:13]([CH2:16][CH2:17][C:18]3[S:19][CH:20]=[CH:21][C:22]=3[S:23]([CH3:26])(=[O:25])=[O:24])[CH2:14][CH2:15]2)=[CH:7][CH:6]=[CH:5][NH:4]1, predict the reactants needed to synthesize it. The reactants are: C[O:2][C:3]1[C:8]([CH2:9][N:10]2[CH2:15][CH2:14][CH:13]([CH2:16][CH2:17][C:18]3[S:19][CH:20]=[CH:21][C:22]=3[S:23]([CH3:26])(=[O:25])=[O:24])[CH2:12][CH2:11]2)=[CH:7][CH:6]=[CH:5][N:4]=1.S(Cl)(Cl)=O.[OH-].[Na+].